This data is from Forward reaction prediction with 1.9M reactions from USPTO patents (1976-2016). The task is: Predict the product of the given reaction. (1) Given the reactants [Br:1][C:2]1[CH:7]=[C:6]([F:8])[CH:5]=[CH:4][C:3]=1[OH:9].C(=O)([O-])[O-].[K+].[K+].Cl[CH:17]([CH3:21])[C:18](=[O:20])[CH3:19].[I-].[K+], predict the reaction product. The product is: [Br:1][C:2]1[CH:7]=[C:6]([F:8])[CH:5]=[CH:4][C:3]=1[O:9][CH:17]([CH3:21])[C:18](=[O:20])[CH3:19]. (2) Given the reactants [C:12]([O:11][C:9](O[C:9]([O:11][C:12]([CH3:15])([CH3:14])[CH3:13])=[O:10])=[O:10])([CH3:15])([CH3:14])[CH3:13].[C:16]1([C:22]2[CH2:27][NH:26][CH2:25][CH2:24][CH:23]=2)[CH:21]=[CH:20][CH:19]=[CH:18][CH:17]=1, predict the reaction product. The product is: [C:16]1([C:22]2[CH2:27][N:26]([C:9]([O:11][C:12]([CH3:13])([CH3:14])[CH3:15])=[O:10])[CH2:25][CH2:24][CH:23]=2)[CH:21]=[CH:20][CH:19]=[CH:18][CH:17]=1. (3) Given the reactants [Br:1][C:2]1[CH:3]=[C:4]([N+:26]([O-])=O)[C:5]([C:8]2[CH:13]=[CH:12][C:11]([C:14]3([O:18][Si:19]([C:22]([CH3:25])([CH3:24])[CH3:23])([CH3:21])[CH3:20])[CH2:17][O:16][CH2:15]3)=[CH:10][CH:9]=2)=[N:6][CH:7]=1.C1(P(C2C=CC=CC=2)CCP(C2C=CC=CC=2)C2C=CC=CC=2)C=CC=CC=1, predict the reaction product. The product is: [Br:1][C:2]1[CH:7]=[N:6][C:5]2[C:8]3[CH:13]=[CH:12][C:11]([C:14]4([O:18][Si:19]([C:22]([CH3:25])([CH3:24])[CH3:23])([CH3:21])[CH3:20])[CH2:17][O:16][CH2:15]4)=[CH:10][C:9]=3[NH:26][C:4]=2[CH:3]=1. (4) Given the reactants [CH3:1][O:2][C:3]1([CH3:38])[C:8]2=[N:9][C:10]([C:20]3[CH:25]=[CH:24][C:23]([CH3:26])=[CH:22][CH:21]=3)=[C:11]([C:13]3[CH:18]=[CH:17][C:16]([CH3:19])=[CH:15][CH:14]=3)[N:12]=[C:7]2[N:6]([CH2:27][CH2:28][CH2:29][CH2:30][CH2:31][CH2:32][C:33]([O:35]CC)=[O:34])[CH2:5][CH2:4]1.OC1(C)C2=NC(C3C=CC(C)=CC=3)=C(C3C=CC(C)=CC=3)N=C2N(CCCCCCC(OCC)=O)CC1.[OH-].[Na+].C(OCC)(=O)C.Cl, predict the reaction product. The product is: [CH3:1][O:2][C:3]1([CH3:38])[C:8]2[C:7](=[N:12][C:11]([C:13]3[CH:18]=[CH:17][C:16]([CH3:19])=[CH:15][CH:14]=3)=[C:10]([C:20]3[CH:21]=[CH:22][C:23]([CH3:26])=[CH:24][CH:25]=3)[N:9]=2)[N:6]([CH2:27][CH2:28][CH2:29][CH2:30][CH2:31][CH2:32][C:33]([OH:35])=[O:34])[CH2:5][CH2:4]1. (5) Given the reactants [C:1]1([CH2:7][S:8]([N:11]2[CH:15]=[CH:14][C:13](/[CH:16]=[CH:17]/[C:18]([OH:20])=O)=[CH:12]2)(=[O:10])=[O:9])[CH:6]=[CH:5][CH:4]=[CH:3][CH:2]=1.O.ON1C2C=CC=CC=2N=N1.Cl.CN(C)CCCN=C=NCC.[O:44]1[CH2:49][CH2:48][CH2:47][CH2:46][CH:45]1[O:50][NH2:51], predict the reaction product. The product is: [C:1]1([CH2:7][S:8]([N:11]2[CH:15]=[CH:14][C:13](/[CH:16]=[CH:17]/[C:18]([NH:51][O:50][CH:45]3[CH2:46][CH2:47][CH2:48][CH2:49][O:44]3)=[O:20])=[CH:12]2)(=[O:9])=[O:10])[CH:2]=[CH:3][CH:4]=[CH:5][CH:6]=1. (6) Given the reactants C[O:2][C:3]1[CH:8]=[CH:7][CH:6]=[CH:5][C:4]=1[CH2:9][NH2:10].[BrH:11], predict the reaction product. The product is: [BrH:11].[NH2:10][CH2:9][C:4]1[CH:5]=[CH:6][CH:7]=[CH:8][C:3]=1[OH:2].